This data is from Full USPTO retrosynthesis dataset with 1.9M reactions from patents (1976-2016). The task is: Predict the reactants needed to synthesize the given product. (1) Given the product [CH2:13]([O:12][C:9]1[CH:10]=[CH:11][C:6]([C:5]([OH:22])=[O:4])=[CH:7][C:8]=1[O:20][CH3:21])[C:14]1[CH:15]=[CH:16][CH:17]=[CH:18][CH:19]=1, predict the reactants needed to synthesize it. The reactants are: [OH-].[Na+].C[O:4][C:5](=[O:22])[C:6]1[CH:11]=[CH:10][C:9]([O:12][CH2:13][C:14]2[CH:19]=[CH:18][CH:17]=[CH:16][CH:15]=2)=[C:8]([O:20][CH3:21])[CH:7]=1. (2) Given the product [CH3:20][O:19][C:12]1[CH:13]=[CH:14][CH:15]=[C:16]([O:17][CH3:18])[C:11]=1[CH:2]1[N:1]([CH2:31][C:28]2[CH:29]=[CH:30][C:24]3[S:23][C:22]([CH3:21])=[N:26][C:25]=3[CH:27]=2)[C:7](=[O:9])[CH2:6][CH2:5][CH2:4][CH2:3]1, predict the reactants needed to synthesize it. The reactants are: [NH2:1][CH:2]([C:11]1[C:16]([O:17][CH3:18])=[CH:15][CH:14]=[CH:13][C:12]=1[O:19][CH3:20])[CH2:3][CH2:4][CH2:5][CH2:6][C:7]([O:9]C)=O.[CH3:21][C:22]1[S:23][C:24]2[CH:30]=[CH:29][C:28]([CH:31]=O)=[CH:27][C:25]=2[N:26]=1.